From a dataset of Reaction yield outcomes from USPTO patents with 853,638 reactions. Predict the reaction yield, written as a fraction of the theoretical maximum amount of product (1.0 means a 100% yield; for example, 0.34 means a 34% yield). The reactants are Br[C:2]1[CH:3]=[C:4]2[CH2:10][C:9](=[O:11])[NH:8][C:5]2=[N:6][CH:7]=1.[F:12][C:13]1[CH:14]=[C:15](B(O)O)[CH:16]=[CH:17][CH:18]=1. No catalyst specified. The product is [F:12][C:13]1[CH:18]=[C:17]([C:2]2[CH:3]=[C:4]3[CH2:10][C:9](=[O:11])[NH:8][C:5]3=[N:6][CH:7]=2)[CH:16]=[CH:15][CH:14]=1. The yield is 0.320.